From a dataset of Full USPTO retrosynthesis dataset with 1.9M reactions from patents (1976-2016). Predict the reactants needed to synthesize the given product. (1) Given the product [CH3:11][S:12]([C:15]1[C:4]([CH2:5][CH2:6][C:7]([OH:9])=[O:8])=[CH:3][NH:2][C:16]=1[CH3:17])(=[O:14])=[O:13], predict the reactants needed to synthesize it. The reactants are: Cl.[NH2:2][CH2:3][C:4](=O)[CH2:5][CH2:6][C:7]([OH:9])=[O:8].[CH3:11][S:12]([CH2:15][C:16](=O)[CH3:17])(=[O:14])=[O:13].C([O-])(=O)C.[Na+]. (2) The reactants are: Br[C:2]1[CH:3]=[C:4]2[C:8](=[CH:9][C:10]=1[Cl:11])[NH:7][CH:6]=[C:5]2[C:12]([O:14][CH3:15])=[O:13].[F:16][C:17]1[CH:18]=[C:19](B(O)O)[CH:20]=[CH:21][C:22]=1OC.[C:28](=[O:31])([O-])[O-].[K+].[K+].C(OCC)(=O)C. Given the product [Cl:11][C:10]1[CH:9]=[C:8]2[C:4]([C:5]([C:12]([O:14][CH3:15])=[O:13])=[CH:6][NH:7]2)=[CH:3][C:2]=1[C:22]1[CH:21]=[CH:20][C:19]([O:31][CH3:28])=[CH:18][C:17]=1[F:16], predict the reactants needed to synthesize it. (3) Given the product [C:21]([O:20][C:19](=[O:25])[NH:18][CH2:17][C:15]1[CH:16]=[C:11]([O:9][C:6]2[CH:7]=[CH:8][C:3]([CH2:1][CH3:2])=[CH:4][CH:5]=2)[CH:12]=[CH:13][C:14]=1[N+:26]([O-:28])=[O:27])([CH3:24])([CH3:22])[CH3:23], predict the reactants needed to synthesize it. The reactants are: [CH2:1]([C:3]1[CH:8]=[CH:7][C:6]([OH:9])=[CH:5][CH:4]=1)[CH3:2].Cl[C:11]1[CH:12]=[CH:13][C:14]([N+:26]([O-:28])=[O:27])=[C:15]([CH2:17][NH:18][C:19](=[O:25])[O:20][C:21]([CH3:24])([CH3:23])[CH3:22])[CH:16]=1.[H-].[Na+]. (4) Given the product [C:1]([O:4][CH:27]([NH:28][C:29]([O:31][CH2:32][C:33]1[CH:46]=[CH:45][C:44]2[C:43](=[O:47])[C:42]3[C:37](=[CH:38][CH:39]=[CH:40][CH:41]=3)[C:36](=[O:48])[C:35]=2[CH:34]=1)=[O:30])[CH2:26][O:25][CH2:18][C:19]1[CH:20]=[CH:21][CH:22]=[CH:23][CH:24]=1)(=[O:3])[CH3:2], predict the reactants needed to synthesize it. The reactants are: [C:1]([O-:4])(=[O:3])[CH3:2].[Pb+4].C([O-])(=O)C.C([O-])(=O)C.C([O-])(=O)C.[CH2:18]([O:25][CH2:26][C@@H:27](C(O)=O)[NH:28][C:29]([O:31][CH2:32][C:33]1[CH:46]=[CH:45][C:44]2[C:43](=[O:47])[C:42]3[C:37](=[CH:38][CH:39]=[CH:40][CH:41]=3)[C:36](=[O:48])[C:35]=2[CH:34]=1)=[O:30])[C:19]1[CH:24]=[CH:23][CH:22]=[CH:21][CH:20]=1.C(OCC)(=O)C. (5) Given the product [ClH:1].[ClH:40].[Cl:1][C:2]1[CH:3]=[CH:4][C:5]([CH2:8][C:9]([N:11]2[CH2:15][CH2:14][C@H:13]([NH:16][C:17]3[N:26]=[C:25]([N:27]4[CH2:32][CH2:31][NH:30][CH2:29][CH2:28]4)[C:24]4[C:19](=[CH:20][CH:21]=[CH:22][CH:23]=4)[N:18]=3)[CH2:12]2)=[O:10])=[CH:6][CH:7]=1, predict the reactants needed to synthesize it. The reactants are: [Cl:1][C:2]1[CH:7]=[CH:6][C:5]([CH2:8][C:9]([N:11]2[CH2:15][CH2:14][C@H:13]([NH:16][C:17]3[N:26]=[C:25]([N:27]4[CH2:32][CH2:31][N:30](C(OC(C)(C)C)=O)[CH2:29][CH2:28]4)[C:24]4[C:19](=[CH:20][CH:21]=[CH:22][CH:23]=4)[N:18]=3)[CH2:12]2)=[O:10])=[CH:4][CH:3]=1.[ClH:40]. (6) Given the product [NH:1]1[C:5]2[CH:6]=[CH:7][C:8]([NH:10][C:18](=[O:19])[O:20][CH2:21][C:22]([Cl:25])([Cl:24])[Cl:23])=[CH:9][C:4]=2[N:3]=[CH:2]1, predict the reactants needed to synthesize it. The reactants are: [NH:1]1[C:5]2[CH:6]=[CH:7][C:8]([NH2:10])=[CH:9][C:4]=2[N:3]=[CH:2]1.N1C=CC=CC=1.Cl[C:18]([O:20][CH2:21][C:22]([Cl:25])([Cl:24])[Cl:23])=[O:19].O.